This data is from Full USPTO retrosynthesis dataset with 1.9M reactions from patents (1976-2016). The task is: Predict the reactants needed to synthesize the given product. (1) Given the product [C:12]([N:15]1[CH2:19][CH2:18][CH2:17][CH:16]1[C:20]1[C:21]([O:35][C:36]2[CH:37]=[CH:38][C:39]([CH2:42][OH:43])=[N:40][CH:41]=2)=[CH:22][C:23]2[N:27]=[C:26]([C:28]3[CH:33]=[CH:32][CH:31]=[CH:30][N:29]=3)[NH:25][C:24]=2[CH:34]=1)(=[O:14])[CH3:13], predict the reactants needed to synthesize it. The reactants are: [H-].[Al+3].[Li+].[H-].[H-].[H-].O1CCCC1.[C:12]([N:15]1[CH2:19][CH2:18][CH2:17][CH:16]1[C:20]1[C:21]([O:35][C:36]2[CH:37]=[CH:38][C:39]([C:42](OCC)=[O:43])=[N:40][CH:41]=2)=[CH:22][C:23]2[N:27]=[C:26]([C:28]3[CH:33]=[CH:32][CH:31]=[CH:30][N:29]=3)[NH:25][C:24]=2[CH:34]=1)(=[O:14])[CH3:13]. (2) Given the product [Cl:8][C:6]1[N:5]=[C:4]([C:9]2[CH:14]=[CH:13][CH:12]=[C:11]([O:15][CH3:16])[CH:10]=2)[N:3]=[C:2]([NH:22][C:23]2[CH:28]=[CH:27][C:26]([OH:29])=[CH:25][CH:24]=2)[N:7]=1, predict the reactants needed to synthesize it. The reactants are: Cl[C:2]1[N:7]=[C:6]([Cl:8])[N:5]=[C:4]([C:9]2[CH:14]=[CH:13][CH:12]=[C:11]([O:15][CH3:16])[CH:10]=2)[N:3]=1.C([O-])(O)=O.[Na+].[NH2:22][C:23]1[CH:28]=[CH:27][C:26]([OH:29])=[CH:25][CH:24]=1. (3) Given the product [NH2:1][C@H:2]([C:7]([O-:9])=[O:8])[CH2:3][C:4]([O-:6])=[O:5].[Na+:21].[Na+:21].[C:18]1(=[O:19])[NH:10][C:15](=[O:16])[CH2:14][CH2:13]1, predict the reactants needed to synthesize it. The reactants are: [NH2:1][C@H:2]([C:7]([O-:9])=[O:8])[CH2:3][C:4]([O-:6])=[O:5].[NH4+:10].[NH4+].N[C@H:13]([C:18]([O-])=[O:19])[CH2:14][C:15]([O-])=[O:16].[Na+:21].[Na+]. (4) The reactants are: FC(F)(F)[C:3]([OH:5])=[O:4].[F:8][C:9]1[CH:14]=[C:13]([N:15]2[CH:19]=[N:18][N:17]=[N:16]2)[CH:12]=[CH:11][C:10]=1[C:20]1[CH:21]=[CH:22][C:23]2[O:27][C:26]([CH:28]3[CH2:33][CH2:32][NH:31][CH2:30][CH2:29]3)=[N:25][C:24]=2[CH:34]=1.[CH3:35][CH:36](O)[CH2:37][CH3:38]. Given the product [F:8][C:9]1[CH:14]=[C:13]([N:15]2[CH:19]=[N:18][N:17]=[N:16]2)[CH:12]=[CH:11][C:10]=1[C:20]1[CH:21]=[CH:22][C:23]2[O:27][C:26]([CH:28]3[CH2:29][CH2:30][N:31]([C:3]([O:5][CH:36]([CH2:37][CH3:38])[CH3:35])=[O:4])[CH2:32][CH2:33]3)=[N:25][C:24]=2[CH:34]=1, predict the reactants needed to synthesize it. (5) Given the product [N:24]([CH2:2][C:3]1[CH:8]=[CH:7][C:6]([CH2:9][O:10][CH2:11][CH2:12][O:13][CH2:14][CH2:15][O:16][CH2:17][CH2:18][O:19][CH2:20][CH2:21][O:22][CH3:23])=[CH:5][CH:4]=1)=[N+:25]=[N-:26], predict the reactants needed to synthesize it. The reactants are: Cl[CH2:2][C:3]1[CH:8]=[CH:7][C:6]([CH2:9][O:10][CH2:11][CH2:12][O:13][CH2:14][CH2:15][O:16][CH2:17][CH2:18][O:19][CH2:20][CH2:21][O:22][CH3:23])=[CH:5][CH:4]=1.[N-:24]=[N+:25]=[N-:26].[Na+]. (6) Given the product [CH2:1]([C:8]1[C:9]2[CH2:30][N:29]([CH2:32][CH2:31][OH:33])[CH2:28][CH2:27][C:10]=2[N:11]=[C:12]([NH:14][C:15]2[CH:16]=[CH:17][C:18]([N:21]3[CH:25]=[CH:24][N:23]=[C:22]3[CH3:26])=[CH:19][CH:20]=2)[N:13]=1)[C:2]1[CH:3]=[CH:4][CH:5]=[CH:6][CH:7]=1, predict the reactants needed to synthesize it. The reactants are: [CH2:1]([C:8]1[C:9]2[CH2:30][NH:29][CH2:28][CH2:27][C:10]=2[N:11]=[C:12]([NH:14][C:15]2[CH:20]=[CH:19][C:18]([N:21]3[CH:25]=[CH:24][N:23]=[C:22]3[CH3:26])=[CH:17][CH:16]=2)[N:13]=1)[C:2]1[CH:7]=[CH:6][CH:5]=[CH:4][CH:3]=1.[C:31](O)(=[O:33])[CH3:32].C(O)C=O.C([BH3-])#N.[Na+].